This data is from CYP2D6 inhibition data for predicting drug metabolism from PubChem BioAssay. The task is: Regression/Classification. Given a drug SMILES string, predict its absorption, distribution, metabolism, or excretion properties. Task type varies by dataset: regression for continuous measurements (e.g., permeability, clearance, half-life) or binary classification for categorical outcomes (e.g., BBB penetration, CYP inhibition). Dataset: cyp2d6_veith. (1) The result is 0 (non-inhibitor). The compound is CCNC(=O)C/C(C)=N/NC(=O)C12CC3CC(CC(C3)C1)C2. (2) The drug is COc1ccc(Oc2ncc3nc(-c4cccs4)c(=O)n(-c4ccccc4)c3n2)cc1. The result is 0 (non-inhibitor). (3) The compound is OCCSCc1ccccc1. The result is 0 (non-inhibitor). (4) The compound is O=S(=O)(c1ccccc1)N1CCC2(CCN(Cc3ccccc3)CC2)CC1. The result is 0 (non-inhibitor). (5) The compound is O=c1c(O)c(-c2cc(O)c(O)c(O)c2)oc2cc(O)cc(O)c12. The result is 0 (non-inhibitor). (6) The compound is C=CCSc1nc2c(N)ncnc2n1[C@@H]1O[C@H](CO)[C@@H](O)[C@@H]1O. The result is 0 (non-inhibitor). (7) The compound is CN(N=O)c1ccc(/C=C\c2ccnc3ccccc23)cc1. The result is 0 (non-inhibitor).